From a dataset of Catalyst prediction with 721,799 reactions and 888 catalyst types from USPTO. Predict which catalyst facilitates the given reaction. (1) Reactant: [C:1]([C:3]1[C:4]([C:24]2[CH:29]=[CH:28][CH:27]=[C:26]([O:30][CH3:31])[CH:25]=2)=[N:5][C:6]([S:22][CH3:23])=[N:7][C:8]=1[CH2:9][CH2:10][CH:11](C(OCC)=O)[C:12]([O:14][CH2:15][CH3:16])=[O:13])#[N:2].[Sn](Cl)(Cl)(Cl)Cl.O.CCOC(C)=O. Product: [NH2:2][C:1]1[C:3]2[C:4]([C:24]3[CH:29]=[CH:28][CH:27]=[C:26]([O:30][CH3:31])[CH:25]=3)=[N:5][C:6]([S:22][CH3:23])=[N:7][C:8]=2[CH2:9][CH2:10][C:11]=1[C:12]([O:14][CH2:15][CH3:16])=[O:13]. The catalyst class is: 2. (2) Reactant: Cl.[OH:2][C@H:3]1[CH2:7][NH:6][C@H:5]([C:8]([NH:10][CH2:11][C:12]2[CH:17]=[CH:16][C:15]([C:18]3[S:22][CH:21]=[N:20][C:19]=3[CH3:23])=[CH:14][CH:13]=2)=[O:9])[CH2:4]1.[OH:24][C:25]1[CH:26]=[C:27]([CH:31]=[CH:32][CH:33]=1)[C:28](O)=[O:29].CCN(C(C)C)C(C)C.CN(C(ON1N=NC2C=CC=NC1=2)=[N+](C)C)C.F[P-](F)(F)(F)(F)F.C(=O)(O)[O-].[Na+]. Product: [OH:2][C@H:3]1[CH2:7][N:6]([C:28](=[O:29])[C:27]2[CH:31]=[CH:32][CH:33]=[C:25]([OH:24])[CH:26]=2)[C@H:5]([C:8]([NH:10][CH2:11][C:12]2[CH:13]=[CH:14][C:15]([C:18]3[S:22][CH:21]=[N:20][C:19]=3[CH3:23])=[CH:16][CH:17]=2)=[O:9])[CH2:4]1. The catalyst class is: 3. (3) Reactant: [CH3:1][O:2][C:3]([C:5]1([CH2:11]I)[CH2:10][CH2:9][O:8][CH2:7][CH2:6]1)=[O:4].[C:13]([O-:16])(=[S:15])[CH3:14].[K+]. The catalyst class is: 6. Product: [CH3:1][O:2][C:3]([C:5]1([CH2:11][S:15][C:13](=[O:16])[CH3:14])[CH2:10][CH2:9][O:8][CH2:7][CH2:6]1)=[O:4]. (4) Reactant: C1(O[C:8](=[O:19])[NH:9][C:10]2[C:14]3[CH:15]=[CH:16][CH:17]=[CH:18][C:13]=3[O:12][N:11]=2)C=CC=CC=1.[C:20]([O:24][C:25]([N:27]1[CH2:32][CH2:31][NH:30][CH2:29][CH2:28]1)=[O:26])([CH3:23])([CH3:22])[CH3:21]. Product: [C:20]([O:24][C:25]([N:27]1[CH2:32][CH2:31][N:30]([C:8](=[O:19])[NH:9][C:10]2[C:14]3[CH:15]=[CH:16][CH:17]=[CH:18][C:13]=3[O:12][N:11]=2)[CH2:29][CH2:28]1)=[O:26])([CH3:23])([CH3:21])[CH3:22]. The catalyst class is: 58. (5) Reactant: C(NC(C)C)(C)C.C([Li])CCC.[Br:13][C:14]1[CH:19]=[CH:18][C:17]([F:20])=[CH:16][C:15]=1[O:21][CH3:22].CN([CH:26]=[O:27])C.[NH4+].[Cl-].Cl. Product: [Br:13][C:14]1[C:15]([O:21][CH3:22])=[C:16]([C:17]([F:20])=[CH:18][CH:19]=1)[CH:26]=[O:27]. The catalyst class is: 165. (6) Reactant: Cl.[CH3:2][O:3][C@H:4]1[C@@H:9]([NH:10][C:11](=[O:20])[O:12][CH2:13][C:14]2[CH:19]=[CH:18][CH:17]=[CH:16][CH:15]=2)[CH2:8][CH2:7][NH:6][CH2:5]1.Br[C:22]1[CH:23]=[CH:24][C:25]([F:32])=[C:26]([CH:31]=1)[C:27]([O:29][CH3:30])=[O:28].C1C=CC(P(C2C(C3C(P(C4C=CC=CC=4)C4C=CC=CC=4)=CC=C4C=3C=CC=C4)=C3C(C=CC=C3)=CC=2)C2C=CC=CC=2)=CC=1.C(=O)([O-])[O-].[Cs+].[Cs+]. Product: [CH2:13]([O:12][C:11]([NH:10][C@H:9]1[CH2:8][CH2:7][N:6]([C:22]2[CH:23]=[CH:24][C:25]([F:32])=[C:26]([CH:31]=2)[C:27]([O:29][CH3:30])=[O:28])[CH2:5][C@H:4]1[O:3][CH3:2])=[O:20])[C:14]1[CH:19]=[CH:18][CH:17]=[CH:16][CH:15]=1. The catalyst class is: 167.